Dataset: Full USPTO retrosynthesis dataset with 1.9M reactions from patents (1976-2016). Task: Predict the reactants needed to synthesize the given product. Given the product [F:43][C:44]([F:49])([F:48])[C:45]([OH:47])=[O:46].[NH2:34][C@H:29]([CH2:30][N:31]([CH3:33])[CH3:32])[C:28]([N:25]1[CH2:26][CH2:27][CH:22]([N:13]2[N:12]=[C:11]([C:5]3[CH:6]=[CH:7][C:8]([O:9][CH3:10])=[C:3]([O:2][CH3:1])[CH:4]=3)[C@@H:20]3[C@@H:15]([CH2:16][CH2:17][CH2:18][CH2:19]3)[C:14]2=[O:21])[CH2:23][CH2:24]1)=[O:42], predict the reactants needed to synthesize it. The reactants are: [CH3:1][O:2][C:3]1[CH:4]=[C:5]([C:11]2[C@@H:20]3[C@@H:15]([CH2:16][CH2:17][CH2:18][CH2:19]3)[C:14](=[O:21])[N:13]([CH:22]3[CH2:27][CH2:26][N:25]([C:28](=[O:42])[C@H:29]([NH:34]C(=O)OC(C)(C)C)[CH2:30][N:31]([CH3:33])[CH3:32])[CH2:24][CH2:23]3)[N:12]=2)[CH:6]=[CH:7][C:8]=1[O:9][CH3:10].[F:43][C:44]([F:49])([F:48])[C:45]([OH:47])=[O:46].